This data is from Full USPTO retrosynthesis dataset with 1.9M reactions from patents (1976-2016). The task is: Predict the reactants needed to synthesize the given product. Given the product [CH2:1]1[O:9][C:8]2[C:4](=[CH:5][S:6][CH:7]=2)[O:3][CH:2]1[CH2:19][OH:20], predict the reactants needed to synthesize it. The reactants are: [CH2:1]1[O:9][C:8]2[C:4](=[CH:5][S:6][CH:7]=2)[O:3][CH2:2]1.[Na+].[Cl-].P([O-])([O-])([O-])=O.C(O)C(N)(CO)[CH2:19][OH:20].Cl.C(N(CC(O)=O)CC(O)=O)CN(CC(O)=O)CC(O)=O.